From a dataset of Retrosynthesis with 50K atom-mapped reactions and 10 reaction types from USPTO. Predict the reactants needed to synthesize the given product. (1) Given the product CCOC(=O)CCC(=O)N(n1c(=O)[nH]c2cc(C(F)(F)F)c(-n3ccnc3)cc2c1=O)S(C)(=O)=O, predict the reactants needed to synthesize it. The reactants are: CCOC(=O)CCC(=O)Cl.CS(=O)(=O)Nn1c(=O)[nH]c2cc(C(F)(F)F)c(-n3ccnc3)cc2c1=O. (2) Given the product O=C(c1ccc(Cl)cc1Cl)N1C(=O)c2c(Cl)c(Cl)c(Cl)c(Cl)c2C1=O, predict the reactants needed to synthesize it. The reactants are: O=C(Cl)c1ccc(Cl)cc1Cl.O=C1NC(=O)c2c(Cl)c(Cl)c(Cl)c(Cl)c21. (3) Given the product CC(C)(C)[Si](C)(C)OCc1cc(CBr)no1, predict the reactants needed to synthesize it. The reactants are: BrC(Br)(Br)Br.CC(C)(C)[Si](C)(C)OCc1cc(CO)no1.